The task is: Predict the reaction yield, written as a fraction of the theoretical maximum amount of product (1.0 means a 100% yield; for example, 0.34 means a 34% yield).. This data is from Reaction yield outcomes from USPTO patents with 853,638 reactions. (1) The reactants are [Si:1]([O:8][CH:9]([C:12]1[CH:17]=[CH:16][CH:15]=[C:14]([Cl:18])[CH:13]=1)[CH:10]=O)([C:4]([CH3:7])([CH3:6])[CH3:5])([CH3:3])[CH3:2].[CH3:19][C:20]([S:23]([NH2:25])=[O:24])([CH3:22])[CH3:21]. The catalyst is ClCCl.S([O-])([O-])(=O)=O.[Cu+2]. The product is [Si:1]([O:8][CH:9]([C:12]1[CH:17]=[CH:16][CH:15]=[C:14]([Cl:18])[CH:13]=1)/[CH:10]=[N:25]/[S:23]([C:20]([CH3:22])([CH3:21])[CH3:19])=[O:24])([C:4]([CH3:7])([CH3:6])[CH3:5])([CH3:3])[CH3:2]. The yield is 0.800. (2) The reactants are [Cl:1][C:2]1[CH:3]=[C:4]2[C:9](=[CH:10][C:11]=1[O:12][C:13]1[CH:18]=[CH:17][C:16]([C:19](=[O:35])[NH:20][CH2:21][CH2:22][C:23]3[C:24]([O:33][CH3:34])=[N:25][C:26]([C:29]([F:32])([F:31])[F:30])=[CH:27][CH:28]=3)=[CH:15][CH:14]=1)[O:8][CH2:7][CH2:6][CH:5]2[C:36]([OH:38])=[O:37].C[O-].[Na+:41].CO. The catalyst is C1COCC1.CO. The product is [Cl:1][C:2]1[CH:3]=[C:4]2[C:9](=[CH:10][C:11]=1[O:12][C:13]1[CH:18]=[CH:17][C:16]([C:19](=[O:35])[NH:20][CH2:21][CH2:22][C:23]3[C:24]([O:33][CH3:34])=[N:25][C:26]([C:29]([F:32])([F:30])[F:31])=[CH:27][CH:28]=3)=[CH:15][CH:14]=1)[O:8][CH2:7][CH2:6][CH:5]2[C:36]([O-:38])=[O:37].[Na+:41]. The yield is 1.01. (3) The reactants are [O:1]=[C:2]1[NH:6][CH2:5][C@@H:4]([C:7]2[C:8]([N+:21]([O-:23])=[O:22])=[CH:9][C:10]([Cl:20])=[C:11]([NH:13]C(=O)C(F)(F)F)[CH:12]=2)[CH2:3]1.[OH-].[Na+]. The catalyst is C(O)C.C(OCC)(=O)C.O. The product is [NH2:13][C:11]1[CH:12]=[C:7]([C@@H:4]2[CH2:5][NH:6][C:2](=[O:1])[CH2:3]2)[C:8]([N+:21]([O-:23])=[O:22])=[CH:9][C:10]=1[Cl:20]. The yield is 0.570. (4) The catalyst is CCN(CC)CC.C1COCC1.O. The yield is 0.0100. The reactants are [NH:1]1[CH2:6][CH2:5][CH2:4][CH2:3][CH:2]1[C:7]1[NH:8][C:9]2[C:14]([CH:15]=1)=[CH:13][C:12]([NH2:16])=[CH:11][CH:10]=2.[CH3:17][C:18]([O:21][C:22](O[C:22]([O:21][C:18]([CH3:20])([CH3:19])[CH3:17])=[O:23])=[O:23])([CH3:20])[CH3:19]. The product is [NH2:16][C:12]1[CH:13]=[C:14]2[C:9](=[CH:10][CH:11]=1)[NH:8][C:7]([CH:2]1[CH2:3][CH2:4][CH2:5][CH2:6][N:1]1[C:22]([O:21][C:18]([CH3:20])([CH3:19])[CH3:17])=[O:23])=[CH:15]2.